From a dataset of Full USPTO retrosynthesis dataset with 1.9M reactions from patents (1976-2016). Predict the reactants needed to synthesize the given product. (1) Given the product [CH3:1][N:2]1[CH2:6][CH2:5][CH2:4][CH:3]1[CH2:7][CH2:8][NH:9][C:10]1[S:11][C:12]2[CH:18]=[CH:17][C:16]([NH2:19])=[CH:15][C:13]=2[N:14]=1, predict the reactants needed to synthesize it. The reactants are: [CH3:1][N:2]1[CH2:6][CH2:5][CH2:4][CH:3]1[CH2:7][CH2:8][NH:9][C:10]1[S:11][C:12]2[CH:18]=[CH:17][C:16]([N+:19]([O-])=O)=[CH:15][C:13]=2[N:14]=1.[Sn](Cl)Cl.[OH-].[Na+]. (2) The reactants are: Br[C:2]1[CH:7]=[C:6]([C:8]([F:11])([F:10])[F:9])[CH:5]=[C:4]([C:12]2[CH:17]=[CH:16][C:15]([C:18]([F:21])([F:20])[F:19])=[CH:14][CH:13]=2)[N:3]=1.[CH3:22][O:23][C:24]1[CH:31]=[CH:30][C:27]([CH2:28][NH2:29])=[CH:26][CH:25]=1. Given the product [CH3:22][O:23][C:24]1[CH:31]=[CH:30][C:27]([CH2:28][NH:29][C:2]2[CH:7]=[C:6]([C:8]([F:11])([F:10])[F:9])[CH:5]=[C:4]([C:12]3[CH:17]=[CH:16][C:15]([C:18]([F:21])([F:20])[F:19])=[CH:14][CH:13]=3)[N:3]=2)=[CH:26][CH:25]=1, predict the reactants needed to synthesize it. (3) Given the product [Br:32][C:29]1[CH:30]=[CH:31][C:26]([CH2:25][CH:9]2[CH2:10][CH2:11][CH2:12][N:7]([CH:1]3[CH2:2][CH2:3][CH2:4][CH2:5][CH2:6]3)[C:8]2=[O:13])=[C:27]([Cl:33])[CH:28]=1, predict the reactants needed to synthesize it. The reactants are: [CH:1]1([N:7]2[CH2:12][CH2:11][CH2:10][CH2:9][C:8]2=[O:13])[CH2:6][CH2:5][CH2:4][CH2:3][CH2:2]1.C[Si]([N-][Si](C)(C)C)(C)C.[Li+].Br[CH2:25][C:26]1[CH:31]=[CH:30][C:29]([Br:32])=[CH:28][C:27]=1[Cl:33]. (4) Given the product [ClH:1].[OH:5][CH2:4][CH:3]([NH:2][CH2:9][C:10]([N:12]1[CH2:21][CH2:20][C:19]2[C:14](=[CH:15][CH:16]=[C:17]([C:23]3[N:27]=[C:26]([C:28]4[CH:29]=[CH:30][C:31]([O:36][CH:37]([CH3:39])[CH3:38])=[C:32]([CH:35]=4)[C:33]#[N:34])[O:25][N:24]=3)[C:18]=2[CH3:22])[CH2:13]1)=[O:11])[CH2:6][OH:7], predict the reactants needed to synthesize it. The reactants are: [ClH:1].[NH2:2][CH:3]([CH2:6][OH:7])[CH2:4][OH:5].Br[CH2:9][C:10]([N:12]1[CH2:21][CH2:20][C:19]2[C:14](=[CH:15][CH:16]=[C:17]([C:23]3[N:27]=[C:26]([C:28]4[CH:29]=[CH:30][C:31]([O:36][CH:37]([CH3:39])[CH3:38])=[C:32]([CH:35]=4)[C:33]#[N:34])[O:25][N:24]=3)[C:18]=2[CH3:22])[CH2:13]1)=[O:11].C(=O)([O-])[O-].[K+].[K+]. (5) The reactants are: N1C[CH2:4][CH2:3][CH2:2]1.[F:6][C:7]([F:12])([F:11])[C:8]([OH:10])=[O:9].[CH2:13]([NH:17][C:18]([NH:20][C@H:21]1[CH2:29][C@H:28]2[C@:24]([C:32]3[CH:37]=[CH:36][C:35]([O:38][CH3:39])=[C:34]([O:40][CH3:41])[CH:33]=3)([CH2:25][CH2:26][N:27]2[CH2:30][CH3:31])[CH2:23][CH2:22]1)=[S:19])[CH2:14][CH2:15][CH3:16].C(=O)CCCC. Given the product [F:6][C:7]([F:12])([F:11])[C:8]([OH:10])=[O:9].[CH2:13]([NH:17][C:18]([NH:20][C@H:21]1[CH2:29][C@H:28]2[C@:24]([C:32]3[CH:37]=[CH:36][C:35]([O:38][CH3:39])=[C:34]([O:40][CH3:41])[CH:33]=3)([CH2:25][CH2:26][N:27]2[CH2:30][CH2:31][CH2:2][CH2:3][CH3:4])[CH2:23][CH2:22]1)=[S:19])[CH2:14][CH2:15][CH3:16], predict the reactants needed to synthesize it. (6) Given the product [F:17][C:18]1[CH:39]=[CH:38][C:21]([CH2:22][N:23]2[CH2:27][CH2:26][N:25]([C:28]3[S:29][C:30]([C:34]([NH:16][CH2:15][C:13]4[N:12]=[CH:11][O:10][CH:14]=4)=[O:35])=[C:31]([CH3:33])[N:32]=3)[C:24]2=[O:37])=[CH:20][CH:19]=1, predict the reactants needed to synthesize it. The reactants are: FC1C=C(CN)C=NC=1.[O:10]1[CH:14]=[C:13]([CH2:15][NH2:16])[N:12]=[CH:11]1.[F:17][C:18]1[CH:39]=[CH:38][C:21]([CH2:22][N:23]2[CH2:27][CH2:26][N:25]([C:28]3[S:29][C:30]([C:34](O)=[O:35])=[C:31]([CH3:33])[N:32]=3)[C:24]2=[O:37])=[CH:20][CH:19]=1.